Predict the reaction yield, written as a fraction of the theoretical maximum amount of product (1.0 means a 100% yield; for example, 0.34 means a 34% yield). From a dataset of Reaction yield outcomes from USPTO patents with 853,638 reactions. (1) The reactants are [CH3:1][NH:2][C:3]([C:5]1[N:6]=[C:7]([C:18]2[CH:23]=[CH:22][CH:21]=[CH:20][N:19]=2)[S:8][C:9]=1[NH:10]C(OC(C)(C)C)=O)=[O:4].FC(F)(F)C(O)=O. The catalyst is ClCCl. The product is [CH3:1][NH:2][C:3]([C:5]1[N:6]=[C:7]([C:18]2[CH:23]=[CH:22][CH:21]=[CH:20][N:19]=2)[S:8][C:9]=1[NH2:10])=[O:4]. The yield is 0.420. (2) The reactants are C(Cl)(=O)C(Cl)=O.CS(C)=O.[CH3:11][O:12][C:13]([N:15]1[CH2:20][CH2:19][CH:18]([CH2:21][OH:22])[CH2:17][CH2:16]1)=[O:14].C(N(CC)CC)C. The catalyst is ClCCl. The product is [CH3:11][O:12][C:13]([N:15]1[CH2:16][CH2:17][CH:18]([CH:21]=[O:22])[CH2:19][CH2:20]1)=[O:14]. The yield is 0.780. (3) The reactants are [C:1]([O:5][C:6]([N:8]1[CH2:11][C:10]2([CH2:14][CH:13]([NH:15][C:16]3[C:21]([C:22]4[CH:23]=[N:24][N:25]([CH3:27])[CH:26]=4)=[CH:20][N:19]=[C:18](Cl)[N:17]=3)[CH2:12]2)[CH2:9]1)=[O:7])([CH3:4])([CH3:3])[CH3:2].[CH3:29][N:30]1[CH:34]=[C:33]([C:35]2[CH:40]=[CH:39][CH:38]=[C:37](B3OC(C)(C)C(C)(C)O3)[CH:36]=2)[CH:32]=[N:31]1.C(Cl)Cl.C(=O)([O-])[O-].[Cs+].[Cs+]. The catalyst is O1CCOCC1.O.C1C=CC(P(C2C=CC=CC=2)[C-]2C=CC=C2)=CC=1.C1C=CC(P(C2C=CC=CC=2)[C-]2C=CC=C2)=CC=1.Cl[Pd]Cl.[Fe+2]. The yield is 0.630. The product is [C:1]([O:5][C:6]([N:8]1[CH2:11][C:10]2([CH2:14][CH:13]([NH:15][C:16]3[C:21]([C:22]4[CH:23]=[N:24][N:25]([CH3:27])[CH:26]=4)=[CH:20][N:19]=[C:18]([C:39]4[CH:38]=[CH:37][CH:36]=[C:35]([C:33]5[CH:32]=[N:31][N:30]([CH3:29])[CH:34]=5)[CH:40]=4)[N:17]=3)[CH2:12]2)[CH2:9]1)=[O:7])([CH3:4])([CH3:3])[CH3:2]. (4) The reactants are [OH:1][C:2]1[CH:11]=[C:10]2[C:5]([CH:6]=[C:7]([CH:12]=[O:13])[CH:8]=[N:9]2)=[CH:4][CH:3]=1.Br[CH2:15][CH2:16][CH2:17][CH2:18][CH2:19][CH2:20][CH3:21].C([O-])([O-])=O.[K+].[K+].O. The catalyst is CN(C=O)C. The product is [CH2:15]([O:1][C:2]1[CH:11]=[C:10]2[C:5]([CH:6]=[C:7]([CH:12]=[O:13])[CH:8]=[N:9]2)=[CH:4][CH:3]=1)[CH2:16][CH2:17][CH2:18][CH2:19][CH2:20][CH3:21]. The yield is 0.300. (5) The reactants are [Br:1][C:2]1[CH:7]=[CH:6][C:5]([OH:8])=[CH:4][CH:3]=1.[C:9](Cl)(=[O:18])[CH:10]=[CH:11][C:12]1[CH:17]=[CH:16][CH:15]=[CH:14][CH:13]=1.C(N(CC)CC)C. The catalyst is ClCCl. The product is [Br:1][C:2]1[CH:7]=[CH:6][C:5]([O:8][C:9](=[O:18])[CH:10]=[CH:11][C:12]2[CH:17]=[CH:16][CH:15]=[CH:14][CH:13]=2)=[CH:4][CH:3]=1. The yield is 0.998.